Task: Regression. Given a peptide amino acid sequence and an MHC pseudo amino acid sequence, predict their binding affinity value. This is MHC class I binding data.. Dataset: Peptide-MHC class I binding affinity with 185,985 pairs from IEDB/IMGT (1) The peptide sequence is WRFDSRLAF. The MHC is HLA-A02:06 with pseudo-sequence HLA-A02:06. The binding affinity (normalized) is 0. (2) The peptide sequence is RNWAHSSL. The MHC is HLA-A02:02 with pseudo-sequence HLA-A02:02. The binding affinity (normalized) is 0. (3) The peptide sequence is YQSMIRPPY. The MHC is HLA-B08:01 with pseudo-sequence HLA-B08:01. The binding affinity (normalized) is 0.0847.